The task is: Regression. Given a peptide amino acid sequence and an MHC pseudo amino acid sequence, predict their binding affinity value. This is MHC class II binding data.. This data is from Peptide-MHC class II binding affinity with 134,281 pairs from IEDB. (1) The peptide sequence is AATGAATAATGGYKV. The MHC is DRB1_1001 with pseudo-sequence DRB1_1001. The binding affinity (normalized) is 0.160. (2) The peptide sequence is IEKIRPLLIEGTASL. The MHC is DRB1_0901 with pseudo-sequence DRB1_0901. The binding affinity (normalized) is 0.471. (3) The peptide sequence is SCGLYKQPGVPVRWK. The MHC is DRB1_0301 with pseudo-sequence DRB1_0301. The binding affinity (normalized) is 0.0676. (4) The peptide sequence is GELQIVDKIDAARKI. The MHC is DRB3_0202 with pseudo-sequence DRB3_0202. The binding affinity (normalized) is 0.252. (5) The peptide sequence is TPEAKFDSFVASLTE. The MHC is HLA-DQA10301-DQB10302 with pseudo-sequence HLA-DQA10301-DQB10302. The binding affinity (normalized) is 0.540. (6) The peptide sequence is EKKYFAATQFEPKAA. The MHC is HLA-DPA10201-DPB10101 with pseudo-sequence HLA-DPA10201-DPB10101. The binding affinity (normalized) is 0.583. (7) The peptide sequence is GTKGEAKDVIPEGWK. The MHC is DRB1_0802 with pseudo-sequence DRB1_0802. The binding affinity (normalized) is 0. (8) The peptide sequence is QKYCPNKICTSKGDS. The MHC is DRB1_0101 with pseudo-sequence DRB1_0101. The binding affinity (normalized) is 0.235. (9) The peptide sequence is KESGDAASGADGTYD. The MHC is DRB1_1602 with pseudo-sequence DRB1_1602. The binding affinity (normalized) is 0. (10) The peptide sequence is PSEPWNTGHDWILAD. The MHC is HLA-DQA10201-DQB10301 with pseudo-sequence HLA-DQA10201-DQB10301. The binding affinity (normalized) is 0.426.